Dataset: Reaction yield outcomes from USPTO patents with 853,638 reactions. Task: Predict the reaction yield, written as a fraction of the theoretical maximum amount of product (1.0 means a 100% yield; for example, 0.34 means a 34% yield). (1) The reactants are [CH2:1]([C:8]1([O:14][C:15]([NH:17][C@@H:18]([CH2:23][CH2:24][CH2:25][CH3:26])[C:19](OC)=[O:20])=[O:16])[CH2:13][CH2:12][CH2:11][CH2:10][CH2:9]1)[C:2]1[CH:7]=[CH:6][CH:5]=[CH:4][CH:3]=1.O.[OH-].[Li+].[C:30]1([P:36](=[CH:49][C:50]#[N:51])([C:43]2[CH:48]=[CH:47][CH:46]=[CH:45][CH:44]=2)[C:37]2[CH:42]=[CH:41][CH:40]=[CH:39][CH:38]=2)[CH:35]=[CH:34][CH:33]=[CH:32][CH:31]=1.O. The catalyst is O1CCCC1.O.CN(C)C1C=CN=CC=1. The product is [C:50]([C:49](=[P:36]([C:37]1[CH:42]=[CH:41][CH:40]=[CH:39][CH:38]=1)([C:43]1[CH:48]=[CH:47][CH:46]=[CH:45][CH:44]=1)[C:30]1[CH:31]=[CH:32][CH:33]=[CH:34][CH:35]=1)[C:19]([C@@H:18]([NH:17][C:15](=[O:16])[O:14][C:8]1([CH2:1][C:2]2[CH:7]=[CH:6][CH:5]=[CH:4][CH:3]=2)[CH2:13][CH2:12][CH2:11][CH2:10][CH2:9]1)[CH2:23][CH2:24][CH2:25][CH3:26])=[O:20])#[N:51]. The yield is 0.390. (2) The reactants are Cl.Cl.[F:3][C:4]([F:17])([F:16])[CH2:5][O:6][C:7]1[CH:8]=[CH:9][C:10]([C@H:13]([NH2:15])[CH3:14])=[N:11][CH:12]=1.[Br:18][C:19]1[CH:29]=[CH:28][C:22]([O:23][CH2:24][C:25](O)=[O:26])=[CH:21][CH:20]=1.C(N(CC)CC)C.C(Cl)CCl.C1C=CC2N(O)N=NC=2C=1.Cl.N. The catalyst is ClCCl. The product is [Br:18][C:19]1[CH:29]=[CH:28][C:22]([O:23][CH2:24][C:25]([NH:15][C@@H:13]([C:10]2[CH:9]=[CH:8][C:7]([O:6][CH2:5][C:4]([F:3])([F:16])[F:17])=[CH:12][N:11]=2)[CH3:14])=[O:26])=[CH:21][CH:20]=1. The yield is 0.810. (3) The reactants are [C:1]([C:3]1([NH:11][C:12](=[O:18])[O:13][C:14]([CH3:17])([CH3:16])[CH3:15])[CH2:8][O:7][C:6]([CH3:10])([CH3:9])[O:5][CH2:4]1)#[CH:2].C#CCCCCCC.Br[C:28]1[CH:33]=[CH:32][C:31]([S:34]([N:37]([C:39]2[CH:44]=[CH:43][CH:42]=[C:41]([O:45][CH3:46])[CH:40]=2)[CH3:38])(=[O:36])=[O:35])=[CH:30][CH:29]=1.IC1C=C2C(=CC=1)CN(C(C1C=CC=CC=1)(C1C=CC=CC=1)C1C=CC=CC=1)C2. No catalyst specified. The product is [C:14]([O:13][C:12](=[O:18])[NH:11][C:3]1([C:1]#[C:2][C:28]2[CH:29]=[CH:30][C:31]([S:34](=[O:36])(=[O:35])[N:37]([C:39]3[CH:44]=[CH:43][CH:42]=[C:41]([O:45][CH3:46])[CH:40]=3)[CH3:38])=[CH:32][CH:33]=2)[CH2:8][O:7][C:6]([CH3:10])([CH3:9])[O:5][CH2:4]1)([CH3:17])([CH3:16])[CH3:15]. The yield is 0.590.